Dataset: Catalyst prediction with 721,799 reactions and 888 catalyst types from USPTO. Task: Predict which catalyst facilitates the given reaction. (1) Reactant: [F:1][C:2]([F:49])([F:48])[C:3]1[CH:4]=[C:5]([C@H:13]2[O:17][C:16](=[O:18])[N:15]([CH2:19][C:20]3[C:25]([C:26]4[S:30][C:29]([C:31]5[CH:39]=[CH:38][C:34]([C:35]([OH:37])=[O:36])=[CH:33][C:32]=5[CH3:40])=[N:28][C:27]=4[C:41]([CH3:44])([CH3:43])[CH3:42])=[CH:24][N:23]=[C:22](SC)[N:21]=3)[C@H:14]2[CH3:47])[CH:6]=[C:7]([C:9]([F:12])([F:11])[F:10])[CH:8]=1.[S:50]([O-:55])(O[O-])(=O)=[O:51].[K+].[K+].[CH3:58]OC(C)(C)C. Product: [F:49][C:2]([F:1])([F:48])[C:3]1[CH:4]=[C:5]([C@H:13]2[O:17][C:16](=[O:18])[N:15]([CH2:19][C:20]3[C:25]([C:26]4[S:30][C:29]([C:31]5[CH:39]=[CH:38][C:34]([C:35]([OH:37])=[O:36])=[CH:33][C:32]=5[CH3:40])=[N:28][C:27]=4[C:41]([CH3:42])([CH3:43])[CH3:44])=[CH:24][N:23]=[C:22]([S:50]([CH3:58])(=[O:55])=[O:51])[N:21]=3)[C@H:14]2[CH3:47])[CH:6]=[C:7]([C:9]([F:12])([F:11])[F:10])[CH:8]=1. The catalyst class is: 144. (2) Reactant: Cl[C:2]1[C:11]2[C:6](=[CH:7][CH:8]=[CH:9][CH:10]=2)[N:5]([CH3:12])[C:4]2=[C:13]3[C:18](=[N:19][C:3]=12)[CH:17]=[CH:16][CH:15]=[CH:14]3.[C:20]([O:24][C:25](=[O:36])[NH:26][CH2:27][CH2:28][CH2:29][N:30]([CH2:32][CH2:33][CH2:34][NH2:35])[CH3:31])([CH3:23])([CH3:22])[CH3:21]. Product: [C:20]([O:24][C:25](=[O:36])[NH:26][CH2:27][CH2:28][CH2:29][N:30]([CH3:31])[CH2:32][CH2:33][CH2:34][NH:35][C:2]1[C:11]2[C:6](=[CH:7][CH:8]=[CH:9][CH:10]=2)[N:5]([CH3:12])[C:4]2=[C:13]3[C:18](=[N:19][C:3]=12)[CH:17]=[CH:16][CH:15]=[CH:14]3)([CH3:23])([CH3:22])[CH3:21]. The catalyst class is: 486. (3) Reactant: [OH:1][C:2]1[CH:3]=[C:4]([CH:8]=[C:9]([S:11]([F:16])([F:15])([F:14])([F:13])[F:12])[CH:10]=1)[C:5]([OH:7])=[O:6].[CH3:17][O-].[Na+].CI.Cl. Product: [CH3:17][O:1][C:2]1[CH:3]=[C:4]([CH:8]=[C:9]([S:11]([F:16])([F:12])([F:13])([F:14])[F:15])[CH:10]=1)[C:5]([OH:7])=[O:6]. The catalyst class is: 5.